Task: Predict the product of the given reaction.. Dataset: Forward reaction prediction with 1.9M reactions from USPTO patents (1976-2016) (1) Given the reactants C(=O)([O-])[O-].[K+].[K+].[CH:7]1([CH2:13][C@@H:14]([NH:30][CH3:31])[CH2:15][N:16]2[CH2:21][CH2:20][CH:19]([C:22]3[CH:27]=[CH:26][CH:25]=[CH:24][C:23]=3[O:28][CH3:29])[CH2:18][CH2:17]2)[CH2:12][CH2:11][CH2:10][CH2:9][CH2:8]1.[CH:32]1([C:38]([Cl:40])=[O:39])[CH2:37][CH2:36][CH2:35][CH2:34][CH2:33]1, predict the reaction product. The product is: [CH:7]1([CH2:13][C@@H:14]([N:30]([CH3:31])[C:38]([CH:32]2[CH2:37][CH2:36][CH2:35][CH2:34][CH2:33]2)=[O:39])[CH2:15][N:16]2[CH2:17][CH2:18][CH:19]([C:22]3[CH:27]=[CH:26][CH:25]=[CH:24][C:23]=3[O:28][CH3:29])[CH2:20][CH2:21]2)[CH2:8][CH2:9][CH2:10][CH2:11][CH2:12]1.[ClH:40]. (2) Given the reactants Br[C:2]1[CH:3]=[C:4]([CH:11]=[C:12]([N+:14]([O-:16])=[O:15])[CH:13]=1)[O:5][CH2:6][C:7]([NH:9][CH3:10])=[O:8].[CH3:17][N:18]1[CH:22]=[C:21](B2OC(C)(C)C(C)(C)O2)[CH:20]=[N:19]1.C([O-])([O-])=O.[Na+].[Na+], predict the reaction product. The product is: [CH3:10][NH:9][C:7](=[O:8])[CH2:6][O:5][C:4]1[CH:11]=[C:12]([N+:14]([O-:16])=[O:15])[CH:13]=[C:2]([C:21]2[CH:20]=[N:19][N:18]([CH3:17])[CH:22]=2)[CH:3]=1. (3) Given the reactants N#N.C([O:10][C:11]1[CH:26]=[CH:25][C:14]([O:15][CH2:16][CH2:17][CH2:18][N:19]2[CH2:24][CH2:23][CH2:22][CH2:21][CH2:20]2)=[CH:13][CH:12]=1)C1C=CC=CC=1, predict the reaction product. The product is: [N:19]1([CH2:18][CH2:17][CH2:16][O:15][C:14]2[CH:13]=[CH:12][C:11]([OH:10])=[CH:26][CH:25]=2)[CH2:20][CH2:21][CH2:22][CH2:23][CH2:24]1. (4) The product is: [OH:1][CH:2]([C:12]1[CH:13]=[C:14]([CH2:18][CH2:19][CH2:20][CH2:21][C:22]([NH:24][CH3:25])=[O:23])[CH:15]=[CH:16][CH:17]=1)[CH2:3][CH2:4][NH:5][C:6](=[O:11])[C:7]([F:10])([F:9])[F:8]. Given the reactants [OH:1][CH:2]([C:12]1[CH:13]=[C:14]([C:18]#[C:19][CH2:20][CH2:21][C:22]([NH:24][CH3:25])=[O:23])[CH:15]=[CH:16][CH:17]=1)[CH2:3][CH2:4][NH:5][C:6](=[O:11])[C:7]([F:10])([F:9])[F:8], predict the reaction product. (5) Given the reactants Br[C:2]1[CH:3]=[C:4]2[C:9](=[CH:10][CH:11]=1)[N:8]([C:12]1[C:16]3[CH2:17][N:18]([C:21](=[O:23])[CH3:22])[CH2:19][CH2:20][C:15]=3[N:14]([C@H:24]3[CH2:28][CH2:27][O:26][CH2:25]3)[N:13]=1)[CH2:7][CH:6]([CH:29]1[CH2:31][CH2:30]1)[CH2:5]2.[CH3:32][N:33]1[CH:37]=[C:36](B2OC(C)(C)C(C)(C)O2)[CH:35]=[N:34]1.C1(P(C2CCCCC2)C2C=CC=CC=2C2C(C(C)C)=CC(C(C)C)=CC=2C(C)C)CCCCC1.C([O-])([O-])=O.[K+].[K+], predict the reaction product. The product is: [CH:29]1([CH:6]2[CH2:5][C:4]3[C:9](=[CH:10][CH:11]=[C:2]([C:36]4[CH:35]=[N:34][N:33]([CH3:32])[CH:37]=4)[CH:3]=3)[N:8]([C:12]3[C:16]4[CH2:17][N:18]([C:21](=[O:23])[CH3:22])[CH2:19][CH2:20][C:15]=4[N:14]([C@H:24]4[CH2:28][CH2:27][O:26][CH2:25]4)[N:13]=3)[CH2:7]2)[CH2:31][CH2:30]1. (6) The product is: [CH3:1][N:2]1[CH:10]=[C:9]2[C:4]([C:5]([CH2:12][NH2:13])=[C:6]([CH3:11])[CH:7]=[CH:8]2)=[N:3]1. Given the reactants [CH3:1][N:2]1[CH:10]=[C:9]2[C:4]([C:5]([C:12]#[N:13])=[C:6]([CH3:11])[CH:7]=[CH:8]2)=[N:3]1, predict the reaction product. (7) Given the reactants [NH:1]1[CH2:6][CH2:5][CH:4]([CH2:7][O:8][C:9]2[C:13]3[C:14]([O:18][C@@H:19]4[CH2:24][CH2:23][C@H:22]([OH:25])[CH2:21][CH2:20]4)=[CH:15][CH:16]=[CH:17][C:12]=3[O:11][N:10]=2)[CH2:3][CH2:2]1.[CH:26]([C@H:28]1[CH2:33][CH2:32][C@H:31]([C:34]([O:36][CH3:37])=[O:35])[CH2:30][CH2:29]1)=O.C(C1(C(OC)=O)CCC1)=O, predict the reaction product. The product is: [OH:25][C@@H:22]1[CH2:23][CH2:24][C@H:19]([O:18][C:14]2[C:13]3[C:9]([O:8][CH2:7][CH:4]4[CH2:5][CH2:6][N:1]([CH2:26][C@H:28]5[CH2:29][CH2:30][C@H:31]([C:34]([O:36][CH3:37])=[O:35])[CH2:32][CH2:33]5)[CH2:2][CH2:3]4)=[N:10][O:11][C:12]=3[CH:17]=[CH:16][CH:15]=2)[CH2:20][CH2:21]1. (8) Given the reactants [NH2:1][CH2:2][C:3]1[CH:9]=[CH:8][C:7]([Br:10])=[CH:6][C:4]=1[NH2:5].C1N=CN([C:16](N2C=NC=C2)=[O:17])C=1, predict the reaction product. The product is: [Br:10][C:7]1[CH:6]=[C:4]2[C:3]([CH2:2][NH:1][C:16](=[O:17])[NH:5]2)=[CH:9][CH:8]=1.